This data is from Reaction yield outcomes from USPTO patents with 853,638 reactions. The task is: Predict the reaction yield, written as a fraction of the theoretical maximum amount of product (1.0 means a 100% yield; for example, 0.34 means a 34% yield). (1) The product is [C:31]([C:28]1[CH:29]=[CH:30][C:25]([C:24]([NH:23][C@@H:15]([CH2:14][C:11]2[CH:12]=[CH:13][C:8]([C:5]3[N:4]=[C:3]([O:36][CH3:37])[C:2]([C:49]4[CH:50]=[CH:51][C:46]([O:45][CH2:38][CH2:39][CH2:40][CH2:41][CH2:42][CH2:43][CH3:44])=[CH:47][CH:48]=4)=[CH:7][N:6]=3)=[CH:9][CH:10]=2)[C:16]([O:18][C:19]([CH3:22])([CH3:21])[CH3:20])=[O:17])=[O:35])=[CH:26][CH:27]=1)([CH3:34])([CH3:33])[CH3:32]. The catalyst is C(#N)C.C1COCC1.O.C([O-])(O)=O.[Na+].C1C=CC(P(C2C=CC=CC=2)[C-]2C=CC=C2)=CC=1.C1C=CC(P(C2C=CC=CC=2)[C-]2C=CC=C2)=CC=1.Cl[Pd]Cl.[Fe+2]. The reactants are Br[C:2]1[C:3]([O:36][CH3:37])=[N:4][C:5]([C:8]2[CH:13]=[CH:12][C:11]([CH2:14][C@H:15]([NH:23][C:24](=[O:35])[C:25]3[CH:30]=[CH:29][C:28]([C:31]([CH3:34])([CH3:33])[CH3:32])=[CH:27][CH:26]=3)[C:16]([O:18][C:19]([CH3:22])([CH3:21])[CH3:20])=[O:17])=[CH:10][CH:9]=2)=[N:6][CH:7]=1.[CH2:38]([O:45][C:46]1[CH:51]=[CH:50][C:49](B(O)O)=[CH:48][CH:47]=1)[CH2:39][CH2:40][CH2:41][CH2:42][CH2:43][CH3:44].C(=O)([O-])[O-].[Na+].[Na+].C(Cl)Cl. The yield is 0.600. (2) The reactants are [C:1](O)(=O)[CH3:2].[OH:5][N:6]1[C:11]([CH3:13])([CH3:12])[CH2:10][CH:9]([O:14][C:15](=[O:33])[CH2:16][CH2:17][CH2:18][CH2:19][CH2:20][CH2:21][CH2:22][CH2:23][CH2:24][CH2:25][CH2:26][CH2:27][CH2:28][CH2:29][CH2:30][CH2:31][CH3:32])[CH2:8][C:7]1([CH3:35])[CH3:34].OO.S([O-])([O-])=O.[Na+].[Na+]. The catalyst is O.C(O)(=O)C.C(#N)C.C1CCCCC1. The product is [CH:2]1([O:5][N:6]2[C:11]([CH3:12])([CH3:13])[CH2:10][CH:9]([O:14][C:15](=[O:33])[CH2:16][CH2:17][CH2:18][CH2:19][CH2:20][CH2:21][CH2:22][CH2:23][CH2:24][CH2:25][CH2:26][CH2:27][CH2:28][CH2:29][CH2:30][CH2:31][CH3:32])[CH2:8][C:7]2([CH3:34])[CH3:35])[CH2:1][CH2:9][CH2:8][CH2:7][CH2:34]1. The yield is 0.710. (3) The product is [CH2:3]([O:6][C:7]1[CH:15]=[CH:14][CH:13]=[C:12]2[C:8]=1[CH2:9][CH2:10][CH:11]2[OH:16])[CH2:4][CH3:5]. The yield is 0.640. The reactants are [BH4-].[Na+].[CH2:3]([O:6][C:7]1[CH:15]=[CH:14][CH:13]=[C:12]2[C:8]=1[CH2:9][CH2:10][C:11]2=[O:16])[CH2:4][CH3:5]. The catalyst is CO. (4) The reactants are [C:1]([C:4]1[CH:31]=[C:7]2[CH2:8][N:9]([C:13]([O:15][CH2:16][C:17]3[CH:22]=[C:21]([C:23]([F:26])([F:25])[F:24])[CH:20]=[C:19]([C:27]([F:30])([F:29])[F:28])[CH:18]=3)=[O:14])[CH2:10][CH2:11][CH2:12][N:6]2[N:5]=1)(=O)[CH3:2].C([O-])(=O)C.[NH4+].[BH3-]C#[N:39].[Na+]. The catalyst is CO. The product is [NH2:39][CH:1]([C:4]1[CH:31]=[C:7]2[CH2:8][N:9]([C:13]([O:15][CH2:16][C:17]3[CH:22]=[C:21]([C:23]([F:26])([F:25])[F:24])[CH:20]=[C:19]([C:27]([F:30])([F:29])[F:28])[CH:18]=3)=[O:14])[CH2:10][CH2:11][CH2:12][N:6]2[N:5]=1)[CH3:2]. The yield is 0.240. (5) The reactants are [F:1][C:2]1[CH:7]=[CH:6][C:5]([C@:8]([C:22]2[CH:27]=[C:26]([O:28][C:29]([F:34])([F:33])[CH:30]([F:32])[F:31])[CH:25]=[C:24]([F:35])[CH:23]=2)([N+:20]#[C-])[CH2:9][C:10]2[CH:19]=[CH:18][C:13]([C:14]([O:16][CH3:17])=[O:15])=[CH:12][CH:11]=2)=[CH:4][C:3]=1[O:36][CH:37]([CH3:39])[CH3:38].Cl. The catalyst is CO.O1CCOCC1. The product is [NH2:20][C@:8]([C:5]1[CH:6]=[CH:7][C:2]([F:1])=[C:3]([O:36][CH:37]([CH3:39])[CH3:38])[CH:4]=1)([C:22]1[CH:27]=[C:26]([O:28][C:29]([F:34])([F:33])[CH:30]([F:32])[F:31])[CH:25]=[C:24]([F:35])[CH:23]=1)[CH2:9][C:10]1[CH:19]=[CH:18][C:13]([C:14]([O:16][CH3:17])=[O:15])=[CH:12][CH:11]=1. The yield is 0.860. (6) The reactants are [F:1][C:2]([F:17])([F:16])[C:3]([F:15])([C:8]1[CH:13]=[CH:12][C:11]([CH3:14])=[CH:10][CH:9]=1)[C:4]([F:7])([F:6])[F:5].BrN1C(=[O:24])CCC1=O.C(OOC(=O)C1C=CC=CC=1)(=O)C1C=CC=CC=1.[N+](C(C)C)([O-])=O.[Na]. The catalyst is ClC(Cl)(Cl)Cl.C(O)C. The product is [F:15][C:3]([C:8]1[CH:13]=[CH:12][C:11]([CH:14]=[O:24])=[CH:10][CH:9]=1)([C:4]([F:7])([F:6])[F:5])[C:2]([F:16])([F:17])[F:1]. The yield is 0.300. (7) The reactants are Cl.[NH:2]([C:4]1[CH:9]=[C:8]([C:10]#[N:11])[CH:7]=[CH:6][N:5]=1)[NH2:3].CN(C)/[CH:14]=[CH:15]/[C:16]([C:18]1[CH:23]=[CH:22][CH:21]=[C:20]([O:24][CH3:25])[CH:19]=1)=O. No catalyst specified. The product is [CH3:25][O:24][C:20]1[CH:19]=[C:18]([C:16]2[N:2]([C:4]3[CH:9]=[C:8]([C:10]#[N:11])[CH:7]=[CH:6][N:5]=3)[N:3]=[CH:14][CH:15]=2)[CH:23]=[CH:22][CH:21]=1. The yield is 0.980.